Dataset: Peptide-MHC class II binding affinity with 134,281 pairs from IEDB. Task: Regression. Given a peptide amino acid sequence and an MHC pseudo amino acid sequence, predict their binding affinity value. This is MHC class II binding data. (1) The peptide sequence is KDKWIALKESWGAIW. The MHC is DRB5_0101 with pseudo-sequence DRB5_0101. The binding affinity (normalized) is 0.212. (2) The MHC is HLA-DPA10201-DPB10501 with pseudo-sequence HLA-DPA10201-DPB10501. The binding affinity (normalized) is 0.319. The peptide sequence is FTVFEAAFNNAIKAG. (3) The peptide sequence is NIVVNVFNQLDQPLL. The MHC is HLA-DPA10201-DPB11401 with pseudo-sequence HLA-DPA10201-DPB11401. The binding affinity (normalized) is 0.0659.